From a dataset of Peptide-MHC class II binding affinity with 134,281 pairs from IEDB. Regression. Given a peptide amino acid sequence and an MHC pseudo amino acid sequence, predict their binding affinity value. This is MHC class II binding data. (1) The peptide sequence is EMILLTMKNKAWMVH. The MHC is DRB1_0101 with pseudo-sequence DRB1_0101. The binding affinity (normalized) is 0.833. (2) The peptide sequence is QGLRYFIMAYVNQAH. The MHC is DRB5_0101 with pseudo-sequence DRB5_0101. The binding affinity (normalized) is 0.914. (3) The peptide sequence is GGRSLTTLLRALGAQ. The MHC is DRB1_0802 with pseudo-sequence DRB1_0802. The binding affinity (normalized) is 0.402. (4) The peptide sequence is IPTAFKIGKTYTPEE. The MHC is HLA-DQA10501-DQB10301 with pseudo-sequence HLA-DQA10501-DQB10301. The binding affinity (normalized) is 0.522.